From a dataset of Full USPTO retrosynthesis dataset with 1.9M reactions from patents (1976-2016). Predict the reactants needed to synthesize the given product. Given the product [ClH:15].[Br:1][C:2]1[N:6]([CH2:7][Cl:15])[N:5]=[C:4]([C:9]([CH3:12])([CH3:11])[CH3:10])[N:3]=1, predict the reactants needed to synthesize it. The reactants are: [Br:1][C:2]1[N:6]([CH2:7]O)[N:5]=[C:4]([C:9]([CH3:12])([CH3:11])[CH3:10])[N:3]=1.S(Cl)([Cl:15])=O.